Predict the reactants needed to synthesize the given product. From a dataset of Full USPTO retrosynthesis dataset with 1.9M reactions from patents (1976-2016). (1) Given the product [CH2:1]([O:3][C:25](=[O:26])[CH2:24][C:17]1[CH:18]=[CH:19][C:20]([O:22][CH3:23])=[CH:21][C:16]=1[Cl:15])[CH3:2], predict the reactants needed to synthesize it. The reactants are: [CH2:1]([OH:3])[CH3:2].C(Cl)CCl.C(N(CC)CC)C.[Cl:15][C:16]1[CH:21]=[C:20]([O:22][CH3:23])[CH:19]=[CH:18][C:17]=1[CH2:24][C:25](O)=[O:26]. (2) Given the product [Cl:1][C:2]1[CH:7]=[CH:6][C:5]([CH2:8][CH2:9][C:10]([NH:12][CH3:13])=[O:11])=[CH:4][C:3]=1[CH2:14][NH:19][CH:16]1[CH2:18][CH2:17]1, predict the reactants needed to synthesize it. The reactants are: [Cl:1][C:2]1[CH:7]=[CH:6][C:5]([CH2:8][CH2:9][C:10]([NH:12][CH3:13])=[O:11])=[CH:4][C:3]=1[CH:14]=O.[CH:16]1([NH2:19])[CH2:18][CH2:17]1.[BH4-].[Na+]. (3) The reactants are: [NH2:1][C:2]1[CH:11]=[CH:10][C:9]([Br:12])=[CH:8][C:3]=1[C:4]([O:6]C)=O.[S:13]1[CH:17]=[CH:16][CH:15]=[C:14]1[Li]. Given the product [NH2:1][C:2]1[CH:11]=[CH:10][C:9]([Br:12])=[CH:8][C:3]=1[C:4]([C:14]1[S:13][CH:17]=[CH:16][CH:15]=1)([C:14]1[S:13][CH:17]=[CH:16][CH:15]=1)[OH:6], predict the reactants needed to synthesize it. (4) Given the product [Cl:1][C:2]1[CH:3]=[C:4]([CH:14]=[CH:15][C:16]=1[C:17]1[S:53][C:21]([C:23]2[N:24]=[C:25]3[C:30]([Cl:31])=[CH:29][C:28]([C:32]([F:35])([F:34])[F:33])=[CH:27][N:26]3[CH:36]=2)=[N:20][N:19]=1)[CH2:5][NH:6][C:7](=[O:13])[O:8][C:9]([CH3:12])([CH3:11])[CH3:10], predict the reactants needed to synthesize it. The reactants are: [Cl:1][C:2]1[CH:3]=[C:4]([CH:14]=[CH:15][C:16]=1[C:17]([NH:19][NH:20][C:21]([C:23]1[N:24]=[C:25]2[C:30]([Cl:31])=[CH:29][C:28]([C:32]([F:35])([F:34])[F:33])=[CH:27][N:26]2[CH:36]=1)=O)=O)[CH2:5][NH:6][C:7](=[O:13])[O:8][C:9]([CH3:12])([CH3:11])[CH3:10].C1(C)C=CC=CC=1.COC1C=CC(P2(SP(C3C=CC(OC)=CC=3)(=S)S2)=[S:53])=CC=1. (5) Given the product [Br:11][C:5]1[CH:6]=[C:7]([N+:8]([O-:10])=[O:9])[C:2]([C:15]2[CH:16]=[CH:17][CH:18]=[CH:19][C:14]=2[O:13][CH3:12])=[N:3][CH:4]=1, predict the reactants needed to synthesize it. The reactants are: Br[C:2]1[C:7]([N+:8]([O-:10])=[O:9])=[CH:6][C:5]([Br:11])=[CH:4][N:3]=1.[CH3:12][O:13][C:14]1[CH:19]=[CH:18][CH:17]=[CH:16][C:15]=1B(O)O.C(=O)([O-])[O-].[Na+].[Na+]. (6) Given the product [CH3:1][C:2]1[O:6][N:5]=[C:4]([C:7]2[CH:12]=[CH:11][CH:10]=[CH:9][CH:8]=2)[C:3]=1[C:13]1[O:17][C:16]([C:18]2[CH:19]=[CH:20][C:21]([N:24]3[CH2:25][CH2:26][S:32](=[O:34])(=[O:31])[CH2:28][CH2:29]3)=[CH:22][CH:23]=2)=[N:15][N:14]=1, predict the reactants needed to synthesize it. The reactants are: [CH3:1][C:2]1[O:6][N:5]=[C:4]([C:7]2[CH:12]=[CH:11][CH:10]=[CH:9][CH:8]=2)[C:3]=1[C:13]1[O:17][C:16]([C:18]2[CH:23]=[CH:22][C:21]([N:24]3[CH2:29][CH2:28]S[CH2:26][CH2:25]3)=[CH:20][CH:19]=2)=[N:15][N:14]=1.O[O:31][S:32]([O-:34])=O.[K+].S(=O)(O)[O-].[Na+].C(=O)([O-])[O-].[Na+].[Na+].